This data is from NCI-60 drug combinations with 297,098 pairs across 59 cell lines. The task is: Regression. Given two drug SMILES strings and cell line genomic features, predict the synergy score measuring deviation from expected non-interaction effect. (1) Drug 1: C1=CC(=CC=C1C#N)C(C2=CC=C(C=C2)C#N)N3C=NC=N3. Drug 2: CS(=O)(=O)OCCCCOS(=O)(=O)C. Cell line: U251. Synergy scores: CSS=16.3, Synergy_ZIP=1.53, Synergy_Bliss=8.83, Synergy_Loewe=5.30, Synergy_HSA=7.82. (2) Cell line: DU-145. Drug 1: CCC1(CC2CC(C3=C(CCN(C2)C1)C4=CC=CC=C4N3)(C5=C(C=C6C(=C5)C78CCN9C7C(C=CC9)(C(C(C8N6C=O)(C(=O)OC)O)OC(=O)C)CC)OC)C(=O)OC)O.OS(=O)(=O)O. Drug 2: CCCCCOC(=O)NC1=NC(=O)N(C=C1F)C2C(C(C(O2)C)O)O. Synergy scores: CSS=-2.07, Synergy_ZIP=-5.95, Synergy_Bliss=-8.00, Synergy_Loewe=-13.5, Synergy_HSA=-9.53. (3) Drug 1: CNC(=O)C1=CC=CC=C1SC2=CC3=C(C=C2)C(=NN3)C=CC4=CC=CC=N4. Drug 2: C1=NC(=NC(=O)N1C2C(C(C(O2)CO)O)O)N. Cell line: RPMI-8226. Synergy scores: CSS=14.6, Synergy_ZIP=-4.81, Synergy_Bliss=-0.127, Synergy_Loewe=-28.2, Synergy_HSA=-5.87.